From a dataset of Reaction yield outcomes from USPTO patents with 853,638 reactions. Predict the reaction yield, written as a fraction of the theoretical maximum amount of product (1.0 means a 100% yield; for example, 0.34 means a 34% yield). (1) The reactants are [Cl:1][C:2]1[C:3]([O:12][C:13]2[CH:18]=[C:17]([OH:19])[CH:16]=[CH:15][C:14]=2/[CH:20]=[CH:21]/[C:22]([O:24][CH2:25][CH3:26])=[O:23])=[N:4][CH:5]=[C:6]([C:8]([F:11])([F:10])[F:9])[CH:7]=1.[CH:27]([Si:30]([CH:38]([CH3:40])[CH3:39])([CH:35]([CH3:37])[CH3:36])[O:31][CH2:32][CH2:33]O)([CH3:29])[CH3:28].C(P(CCCC)CCCC)CCC.N(C(N1CCCCC1)=O)=NC(N1CCCCC1)=O. The catalyst is O1CCCC1. The product is [Cl:1][C:2]1[C:3]([O:12][C:13]2[CH:18]=[C:17]([O:19][CH2:33][CH2:32][O:31][Si:30]([CH:35]([CH3:36])[CH3:37])([CH:27]([CH3:29])[CH3:28])[CH:38]([CH3:39])[CH3:40])[CH:16]=[CH:15][C:14]=2/[CH:20]=[CH:21]/[C:22]([O:24][CH2:25][CH3:26])=[O:23])=[N:4][CH:5]=[C:6]([C:8]([F:9])([F:11])[F:10])[CH:7]=1. The yield is 0.890. (2) The reactants are [F:1][C:2]1[CH:23]=[C:22]2[C:5]([C:6](=[O:24])[CH2:7][C:8]3([O:21]2)[CH2:13][CH2:12][N:11](C(OC(C)(C)C)=O)[CH2:10][CH2:9]3)=[CH:4][CH:3]=1.[ClH:25]. The catalyst is O1CCOCC1. The product is [ClH:25].[F:1][C:2]1[CH:23]=[C:22]2[C:5]([C:6](=[O:24])[CH2:7][C:8]3([O:21]2)[CH2:13][CH2:12][NH:11][CH2:10][CH2:9]3)=[CH:4][CH:3]=1. The yield is 0.910. (3) The reactants are [F:1][C:2]1[CH:9]=[CH:8][C:5]([C:6]#[N:7])=[C:4]([O:10][CH2:11][C:12]([N:14]2[CH2:19][CH2:18][O:17][CH2:16][CH2:15]2)=[O:13])[CH:3]=1.[ClH:20].[H][H]. The catalyst is C(O)C.C(OCC)(=O)C.[Pd]. The product is [ClH:20].[NH2:7][CH2:6][C:5]1[CH:8]=[CH:9][C:2]([F:1])=[CH:3][C:4]=1[O:10][CH2:11][C:12]([N:14]1[CH2:15][CH2:16][O:17][CH2:18][CH2:19]1)=[O:13]. The yield is 0.290. (4) The reactants are [Br:1][C:2]1[CH:3]=[C:4]([C:8]([NH:11][C:12]2[CH:17]=[CH:16][C:15]([I:18])=[CH:14][C:13]=2[F:19])=[CH:9][N:10]=1)[C:5](O)=[O:6].C(N1C=CN=C1)([N:22]1C=CN=C1)=O.C([O-])(=O)C.[NH4+].O. The catalyst is CN(C)C=O. The product is [Br:1][C:2]1[CH:3]=[C:4]([C:8]([NH:11][C:12]2[CH:17]=[CH:16][C:15]([I:18])=[CH:14][C:13]=2[F:19])=[CH:9][N:10]=1)[C:5]([NH2:22])=[O:6]. The yield is 0.580. (5) The reactants are [Cl-].O[NH3+:3].[C:4](=[O:7])([O-])[OH:5].[Na+].CS(C)=O.[Si]([O:20][CH2:21][C:22]1([CH2:26][O:27][C@H:28]2[CH2:33][CH2:32][C@H:31]([N:34]3[C:39](=[O:40])[C:38]([CH2:41][C:42]4[CH:47]=[CH:46][C:45]([C:48]5[C:49]([C:54]#[N:55])=[CH:50][CH:51]=[CH:52][CH:53]=5)=[CH:44][CH:43]=4)=[C:37]([CH2:56][CH2:57][CH3:58])[N:36]4[N:59]=[CH:60][N:61]=[C:35]34)[CH2:30][CH2:29]2)[CH2:25][CH2:24][CH2:23]1)(C(C)(C)C)(C)C. The catalyst is O.C(OCC)(=O)C. The product is [OH:20][CH2:21][C:22]1([CH2:26][O:27][C@H:28]2[CH2:33][CH2:32][C@H:31]([N:34]3[C:39](=[O:40])[C:38]([CH2:41][C:42]4[CH:43]=[CH:44][C:45]([C:48]5[CH:53]=[CH:52][CH:51]=[CH:50][C:49]=5[C:54]5[NH:3][C:4](=[O:7])[O:5][N:55]=5)=[CH:46][CH:47]=4)=[C:37]([CH2:56][CH2:57][CH3:58])[N:36]4[N:59]=[CH:60][N:61]=[C:35]34)[CH2:30][CH2:29]2)[CH2:23][CH2:24][CH2:25]1. The yield is 0.760.